Task: Regression. Given two drug SMILES strings and cell line genomic features, predict the synergy score measuring deviation from expected non-interaction effect.. Dataset: NCI-60 drug combinations with 297,098 pairs across 59 cell lines (1) Drug 1: C1CN1C2=NC(=NC(=N2)N3CC3)N4CC4. Drug 2: C(CN)CNCCSP(=O)(O)O. Cell line: IGROV1. Synergy scores: CSS=25.6, Synergy_ZIP=0.383, Synergy_Bliss=3.99, Synergy_Loewe=-35.6, Synergy_HSA=3.32. (2) Synergy scores: CSS=22.0, Synergy_ZIP=-5.50, Synergy_Bliss=3.12, Synergy_Loewe=3.35, Synergy_HSA=4.68. Drug 1: CC(CN1CC(=O)NC(=O)C1)N2CC(=O)NC(=O)C2. Drug 2: CC(C)NC(=O)C1=CC=C(C=C1)CNNC.Cl. Cell line: HOP-92. (3) Drug 1: C1CC(C1)(C(=O)O)C(=O)O.[NH2-].[NH2-].[Pt+2]. Drug 2: B(C(CC(C)C)NC(=O)C(CC1=CC=CC=C1)NC(=O)C2=NC=CN=C2)(O)O. Cell line: K-562. Synergy scores: CSS=44.5, Synergy_ZIP=-0.266, Synergy_Bliss=5.47, Synergy_Loewe=-29.8, Synergy_HSA=1.95. (4) Drug 1: C1=C(C(=O)NC(=O)N1)F. Drug 2: B(C(CC(C)C)NC(=O)C(CC1=CC=CC=C1)NC(=O)C2=NC=CN=C2)(O)O. Cell line: OVCAR3. Synergy scores: CSS=58.2, Synergy_ZIP=-1.65, Synergy_Bliss=-1.75, Synergy_Loewe=-2.11, Synergy_HSA=0.528. (5) Drug 1: C1=CC(=CC=C1CCC2=CNC3=C2C(=O)NC(=N3)N)C(=O)NC(CCC(=O)O)C(=O)O. Drug 2: C1C(C(OC1N2C=C(C(=O)NC2=O)F)CO)O. Cell line: UACC62. Synergy scores: CSS=22.0, Synergy_ZIP=-9.12, Synergy_Bliss=-8.02, Synergy_Loewe=-6.60, Synergy_HSA=-3.44. (6) Drug 1: CC1C(C(CC(O1)OC2CC(CC3=C2C(=C4C(=C3O)C(=O)C5=C(C4=O)C(=CC=C5)OC)O)(C(=O)CO)O)N)O.Cl. Drug 2: CC(CN1CC(=O)NC(=O)C1)N2CC(=O)NC(=O)C2. Cell line: NCI-H460. Synergy scores: CSS=29.4, Synergy_ZIP=6.69, Synergy_Bliss=15.8, Synergy_Loewe=14.2, Synergy_HSA=14.5. (7) Cell line: SK-MEL-2. Synergy scores: CSS=2.05, Synergy_ZIP=1.44, Synergy_Bliss=-5.23, Synergy_Loewe=-22.3, Synergy_HSA=-5.94. Drug 1: CC1C(C(CC(O1)OC2CC(CC3=C2C(=C4C(=C3O)C(=O)C5=C(C4=O)C(=CC=C5)OC)O)(C(=O)C)O)N)O.Cl. Drug 2: C1=CN(C=N1)CC(O)(P(=O)(O)O)P(=O)(O)O. (8) Drug 1: CCC1=CC2CC(C3=C(CN(C2)C1)C4=CC=CC=C4N3)(C5=C(C=C6C(=C5)C78CCN9C7C(C=CC9)(C(C(C8N6C)(C(=O)OC)O)OC(=O)C)CC)OC)C(=O)OC.C(C(C(=O)O)O)(C(=O)O)O. Cell line: HT29. Drug 2: CC1=CC=C(C=C1)C2=CC(=NN2C3=CC=C(C=C3)S(=O)(=O)N)C(F)(F)F. Synergy scores: CSS=78.6, Synergy_ZIP=10.1, Synergy_Bliss=11.0, Synergy_Loewe=6.03, Synergy_HSA=10.7. (9) Synergy scores: CSS=13.7, Synergy_ZIP=-2.81, Synergy_Bliss=3.81, Synergy_Loewe=-3.64, Synergy_HSA=1.16. Drug 2: C1CC(=O)NC(=O)C1N2C(=O)C3=CC=CC=C3C2=O. Drug 1: C1=NC(=NC(=O)N1C2C(C(C(O2)CO)O)O)N. Cell line: SK-MEL-5.